From a dataset of Catalyst prediction with 721,799 reactions and 888 catalyst types from USPTO. Predict which catalyst facilitates the given reaction. (1) Reactant: C[O:2][C:3]([CH:5]1[CH2:9][CH2:8][N:7]([CH2:10][C:11](=[O:30])[N:12]2[CH2:17][CH2:16][N:15]([C:18]3[CH:23]=[CH:22][C:21]([C:24]4[N:29]=[CH:28][CH:27]=[CH:26][N:25]=4)=[CH:20][CH:19]=3)[CH2:14][CH2:13]2)[CH2:6]1)=[O:4].[OH-].[Li+].Cl. Product: [O:30]=[C:11]([N:12]1[CH2:17][CH2:16][N:15]([C:18]2[CH:23]=[CH:22][C:21]([C:24]3[N:25]=[CH:26][CH:27]=[CH:28][N:29]=3)=[CH:20][CH:19]=2)[CH2:14][CH2:13]1)[CH2:10][N:7]1[CH2:8][CH2:9][CH:5]([C:3]([OH:4])=[O:2])[CH2:6]1. The catalyst class is: 5. (2) Reactant: [F:1][C:2]([F:24])([F:23])[C:3]1[CH:4]=[C:5]([C:13]2[N:17]=[CH:16][N:15](/[CH:18]=[CH:19]\[C:20](O)=[O:21])[N:14]=2)[CH:6]=[C:7]([C:9]([F:12])([F:11])[F:10])[CH:8]=1.[CH3:25][CH:26]1[N:31]([CH2:32][C:33]([NH:35][NH2:36])=[O:34])[CH:30]([CH3:37])[CH2:29][O:28][CH2:27]1.C(P1(=O)OP(CCC)(=O)OP(CCC)(=O)O1)CC.CCN(C(C)C)C(C)C. Product: [F:24][C:2]([F:23])([F:1])[C:3]1[CH:4]=[C:5]([C:13]2[N:17]=[CH:16][N:15](/[CH:18]=[CH:19]\[C:20]([NH:36][NH:35][C:33](=[O:34])[CH2:32][N:31]3[CH:26]([CH3:25])[CH2:27][O:28][CH2:29][CH:30]3[CH3:37])=[O:21])[N:14]=2)[CH:6]=[C:7]([C:9]([F:12])([F:11])[F:10])[CH:8]=1. The catalyst class is: 20. (3) Reactant: Cl[C:2]1[N:10]=[C:9]([C:11]#N)[N:8]=[C:7]2[C:3]=1[N:4]([CH2:20][C:21]1[CH:26]=[CH:25][C:24]([C:27]([F:30])([F:29])[F:28])=[CH:23][CH:22]=1)[C:5]([C:13]1[CH:18]=[CH:17][CH:16]=[C:15]([CH3:19])[CH:14]=1)=[N:6]2.[CH2:31]([CH:33]1[CH2:37][CH2:36][NH:35][CH2:34]1)[CH3:32].CCN(C(C)C)C(C)C.[OH-:47].[Na+].Cl.[OH2:50]. Product: [CH2:31]([CH:33]1[CH2:37][CH2:36][N:35]([C:2]2[N:10]=[C:9]([C:11]([OH:50])=[O:47])[N:8]=[C:7]3[C:3]=2[N:4]([CH2:20][C:21]2[CH:22]=[CH:23][C:24]([C:27]([F:30])([F:28])[F:29])=[CH:25][CH:26]=2)[C:5]([C:13]2[CH:18]=[CH:17][CH:16]=[C:15]([CH3:19])[CH:14]=2)=[N:6]3)[CH2:34]1)[CH3:32]. The catalyst class is: 37. (4) Reactant: [CH3:1][C:2]1[CH:10]=[CH:9][C:8]([CH2:11][NH:12]C(C(F)(F)F)=O)=[CH:7][C:3]=1[C:4]([OH:6])=[O:5].[OH-].[Na+:20].[ClH:21]. Product: [ClH:21].[NH2:12][CH2:11][C:8]1[CH:9]=[CH:10][C:2]([CH3:1])=[C:3]([CH:7]=1)[C:4]([OH:6])=[O:5].[Na+:20].[Cl-:21]. The catalyst class is: 1. (5) Reactant: C([O:4][C:5]1[CH:6]=[C:7]2[C:12](=[CH:13][CH:14]=1)[N:11]=[CH:10][C:9](Br)=[CH:8]2)(=O)C.[NH:16]1[CH2:20][CH2:19][CH:18]([NH:21][C:22](=[O:28])[O:23][C:24]([CH3:27])([CH3:26])[CH3:25])[CH2:17]1.CC1(C)C2C(=C(P(C3C=CC=CC=3)C3C=CC=CC=3)C=CC=2)OC2C(P(C3C=CC=CC=3)C3C=CC=CC=3)=CC=CC1=2.CC([O-])(C)C.[K+]. Product: [OH:4][C:5]1[CH:6]=[C:7]2[C:12](=[CH:13][CH:14]=1)[N:11]=[CH:10][C:9]([N:16]1[CH2:20][CH2:19][CH:18]([NH:21][C:22](=[O:28])[O:23][C:24]([CH3:26])([CH3:25])[CH3:27])[CH2:17]1)=[CH:8]2. The catalyst class is: 533. (6) Reactant: [Si:1]([O:8][C@@H:9]1[CH2:13][NH:12][C:11](=[O:14])[CH2:10]1)([C:4]([CH3:7])([CH3:6])[CH3:5])([CH3:3])[CH3:2].[C:15](O[C:15]([O:17][C:18]([CH3:21])([CH3:20])[CH3:19])=[O:16])([O:17][C:18]([CH3:21])([CH3:20])[CH3:19])=[O:16].C(OCC)(=O)C. Product: [C:18]([O:17][C:15]([N:12]1[CH2:13][C@@H:9]([O:8][Si:1]([C:4]([CH3:7])([CH3:6])[CH3:5])([CH3:3])[CH3:2])[CH2:10][C:11]1=[O:14])=[O:16])([CH3:21])([CH3:20])[CH3:19]. The catalyst class is: 594.